The task is: Regression. Given two drug SMILES strings and cell line genomic features, predict the synergy score measuring deviation from expected non-interaction effect.. This data is from NCI-60 drug combinations with 297,098 pairs across 59 cell lines. (1) Drug 1: CC1OCC2C(O1)C(C(C(O2)OC3C4COC(=O)C4C(C5=CC6=C(C=C35)OCO6)C7=CC(=C(C(=C7)OC)O)OC)O)O. Drug 2: CS(=O)(=O)CCNCC1=CC=C(O1)C2=CC3=C(C=C2)N=CN=C3NC4=CC(=C(C=C4)OCC5=CC(=CC=C5)F)Cl. Cell line: UACC62. Synergy scores: CSS=34.7, Synergy_ZIP=-4.32, Synergy_Bliss=4.21, Synergy_Loewe=-2.91, Synergy_HSA=3.57. (2) Drug 1: CC1CCC2CC(C(=CC=CC=CC(CC(C(=O)C(C(C(=CC(C(=O)CC(OC(=O)C3CCCCN3C(=O)C(=O)C1(O2)O)C(C)CC4CCC(C(C4)OC)O)C)C)O)OC)C)C)C)OC. Drug 2: COC1=C2C(=CC3=C1OC=C3)C=CC(=O)O2. Cell line: OVCAR-4. Synergy scores: CSS=14.2, Synergy_ZIP=-5.74, Synergy_Bliss=0.318, Synergy_Loewe=-22.5, Synergy_HSA=-1.01. (3) Drug 1: CS(=O)(=O)CCNCC1=CC=C(O1)C2=CC3=C(C=C2)N=CN=C3NC4=CC(=C(C=C4)OCC5=CC(=CC=C5)F)Cl. Drug 2: C1CCC(C(C1)[NH-])[NH-].C(=O)(C(=O)[O-])[O-].[Pt+4]. Cell line: SK-OV-3. Synergy scores: CSS=25.0, Synergy_ZIP=-4.62, Synergy_Bliss=-3.01, Synergy_Loewe=-1.02, Synergy_HSA=1.46. (4) Drug 1: CC1C(C(CC(O1)OC2CC(CC3=C2C(=C4C(=C3O)C(=O)C5=C(C4=O)C(=CC=C5)OC)O)(C(=O)C)O)N)O.Cl. Drug 2: CCC(=C(C1=CC=CC=C1)C2=CC=C(C=C2)OCCN(C)C)C3=CC=CC=C3.C(C(=O)O)C(CC(=O)O)(C(=O)O)O. Cell line: A549. Synergy scores: CSS=37.6, Synergy_ZIP=-0.574, Synergy_Bliss=0.839, Synergy_Loewe=-12.5, Synergy_HSA=0.452.